From a dataset of Experimentally validated miRNA-target interactions with 360,000+ pairs, plus equal number of negative samples. Binary Classification. Given a miRNA mature sequence and a target amino acid sequence, predict their likelihood of interaction. (1) The miRNA is hsa-miR-4304 with sequence CCGGCAUGUCCAGGGCA. The protein sequence of the target gene is MATQVMGQSSGGGSLFNNSGNMGMALPNDMYDLHDLSKAELAAPQLIMLANVALTGEVNGSCCDYLVGEERQMAELMPVGDNHFSDSEGEGLEESAELKGDPSGLDNMELRSLELSVVEPQPVFEASAAPEVYSSNKDPAPEAPVAEDKCKNLKAKPFRCKPCQYEAESEEQFVHHIRVHSAKKFFVEESAEKQAKARESGASPSEEGEFSKGPIRCDRCGYNTNRYDHYTAHLKHHLRAGDNERVYKCIICTYTTVSEYHWRKHLRNHFPRKVYTCSKCNYFSTEKNNYVQHVRTHTGE.... Result: 0 (no interaction). (2) The miRNA is mmu-miR-8118 with sequence GACAAACAUGACUAUGCUGACA. The protein sequence of the target gene is MSFNCSTRNCSSRPIGGRCIVPVAQVTTTSTTDADCLGGICLPSSFQTGSWLLDHCQETCCEPTACQPTCYRRTSCVSNPCQVTCSRQTTCISNPCSTTYSRPLTFVSSGCQPLGGISSVCQPVGGISTVCQPVGGVSTVCQPACGVSRTYQQSCVSSCRRTC. Result: 0 (no interaction). (3) The miRNA is hsa-miR-548d-5p with sequence AAAAGUAAUUGUGGUUUUUGCC. The protein sequence of the target gene is MAEVGGVFASLDWDLHGFSSSLGNVPLADSPGFLNERLGQIEGKLQRGSPTDFAHLKGILRRRQLYCRTGFHLEIFPNGTVHGTRHDHSRFGILEFISLAVGLISIRGVDSGLYLGMNERGELYGSKKLTRECVFREQFEENWYNTYASTLYKHSDSERQYYVALNKDGSPREGYRTKRHQKFTHFLPRPVDPSKLPSMSRDLFRYR. Result: 0 (no interaction). (4) The miRNA is hsa-miR-500b-5p with sequence AAUCCUUGCUACCUGGGU. The protein sequence of the target gene is MLRLSLPPNVSMGFRLVTLVALLFTHVDHITADTEAETGGNETTECTGSYYCKKGVILPIWEPQDPSFGDKIARATVYFVAMVYMFLGVSIIADRFMSSIEVITSQEKEITIKKPNGETTKTTVRIWNETVSNLTLMALGSSAPEILLSVIEVCGHNFTAGDLGPSTIVGSAAFNMFIIIALCVYVVPDGETRKIKHLRVFFVTAAWSIFAYTWLYIILSVSSPGVVEVWEGLLTFFFFPICVVFAWVADRRLLFYKYVYKRYRAGKQRGMIIEHEGDRPASKTEIEMDGKVVNSHVDNF.... Result: 0 (no interaction). (5) The miRNA is hsa-miR-7155-3p with sequence UGGCCCAAGACCUCAGACC. The protein sequence of the target gene is MFRAYGNNGLKNPERISGENPDLYTQTRAAVQQRATTTLKRNEKQKLAVQNDSVFQQVGIGESDSDDDNGGVRIRMSPHRYIDPDDVFTLPEVKKQNALRDAKIAARAAQATAYNTFPSVKSLNGCQDPPETSQQSTSRKRSASNSRSPSRSHSRRYDRDNGRQRSRSREKKRRKKERRRKRSSSRSSSSSRSRDRSSRARDTSSHTLMKMNKPAKYAFLTDEEYRTCDAYISSAFITQTKSDCENYTQGVPKKEIAKCRLSVKFIVGLEHNNILFNNIYGAEYARDKENRPFWEQLDRY.... Result: 0 (no interaction). (6) The miRNA is hsa-miR-519d-3p with sequence CAAAGUGCCUCCCUUUAGAGUG. The protein sequence of the target gene is MASMPPTPEAQGPILFEDLAVYFSQEECVTLHPAQRSLSKDGTKESLEDAALMGEEGKPEINQQLSLESMELDELALEKYPIAAPLVPYPEKSSEDGVGNPEAKILSGTPTYKRRVISLLVTIENHTPLVELSEYLGTNTLSEILDSPWEGAKNVYKCPECDQNFSDHSYLVLHQKIHSGEKKHKCGDCGKIFNHRANLRTHRRIHTGEKPYKCAKCSASFRQHSHLSRHMNSHVKEKPYTCSICGRGFMWLPGLAQHQKSHSAENTYESTNCDKHFNEKPNLALPEETFVSGPQYQHTK.... Result: 1 (interaction). (7) The miRNA is hsa-miR-376b-3p with sequence AUCAUAGAGGAAAAUCCAUGUU. The protein sequence of the target gene is MPEPRGSSQLRVNAAFAARYNRYREREELQRLKDRYGDRDSSSDSSSESDSSDERVEFDPQQERDFYKTLSLLKKKDPRIYQKDATFYNRTASSSDSEEDPEALEKQKKVRPMYLKDYERKVILEKAGKYVDEENSDGETSNHRLQETSSQSYVEEQKQLKESFRAFVEDSEDEDGAGEGGSSLLQKRAKTRQEKAQEEADYIEWLKGQKEIRNPDSLKELTHLKEYWNDPELDEGERFLRDYILNKRYEEEEEEEEDEEEMEEEEGVHGPPVQLAVDDSSDEGELFLKKQEDFEQKYNF.... Result: 0 (no interaction).